From a dataset of Forward reaction prediction with 1.9M reactions from USPTO patents (1976-2016). Predict the product of the given reaction. Given the reactants C[S:2][C:3]1[CH:8]=[CH:7][C:6]([C:9](=[O:11])[CH3:10])=[CH:5][CH:4]=1.C(O)(=O)CC(CC(O)=O)(C(O)=O)O.CCOCC, predict the reaction product. The product is: [SH:2][C:3]1[CH:8]=[CH:7][C:6]([C:9](=[O:11])[CH3:10])=[CH:5][CH:4]=1.